Dataset: Forward reaction prediction with 1.9M reactions from USPTO patents (1976-2016). Task: Predict the product of the given reaction. (1) Given the reactants Cl[C:2]1[C:11]2[C:6](=[CH:7][C:8]([S:12]([N:15]([C:25]3[CH:29]=[CH:28][O:27][N:26]=3)[CH2:16][C:17]3[CH:22]=[CH:21][C:20]([O:23][CH3:24])=[CH:19][CH:18]=3)(=[O:14])=[O:13])=[CH:9][CH:10]=2)[C:5](=[O:30])[N:4]([CH3:31])[N:3]=1.[Cl:32][C:33]1[CH:38]=[C:37](B(O)O)[C:36]([O:42][CH3:43])=[CH:35][C:34]=1[C:44]1[CH:49]=[CH:48][CH:47]=[C:46]([F:50])[CH:45]=1.C1(P(C2CCCCC2)C2C=CC=CC=2C2C(OC)=CC=CC=2OC)CCCCC1.P([O-])([O-])([O-])=O.[K+].[K+].[K+], predict the reaction product. The product is: [Cl:32][C:33]1[CH:38]=[C:37]([C:2]2[C:11]3[C:6](=[CH:7][C:8]([S:12]([N:15]([C:25]4[CH:29]=[CH:28][O:27][N:26]=4)[CH2:16][C:17]4[CH:18]=[CH:19][C:20]([O:23][CH3:24])=[CH:21][CH:22]=4)(=[O:14])=[O:13])=[CH:9][CH:10]=3)[C:5](=[O:30])[N:4]([CH3:31])[N:3]=2)[C:36]([O:42][CH3:43])=[CH:35][C:34]=1[C:44]1[CH:49]=[CH:48][CH:47]=[C:46]([F:50])[CH:45]=1. (2) The product is: [Cl:23][C:18]1[CH:17]=[C:16]([CH:21]=[C:20]([Cl:22])[CH:19]=1)[CH2:15][NH:14][C:12]([C:10]1[C:9]([OH:24])=[C:8]2[C:3]([CH:4]=[CH:5][CH:6]=[N:7]2)=[C:2]([N:7]2[CH2:8][CH2:3][CH2:4][CH2:5][CH2:6]2)[N:11]=1)=[O:13]. Given the reactants Cl[C:2]1[N:11]=[C:10]([C:12]([NH:14][CH2:15][C:16]2[CH:21]=[C:20]([Cl:22])[CH:19]=[C:18]([Cl:23])[CH:17]=2)=[O:13])[C:9]([OH:24])=[C:8]2[C:3]=1[CH:4]=[CH:5][CH:6]=[N:7]2, predict the reaction product. (3) Given the reactants O[C:2]1[C:11]2[C:6](=[CH:7][C:8]([O:20][CH3:21])=[C:9]([O:12][CH2:13][CH2:14][CH2:15][S:16]([CH3:19])(=[O:18])=[O:17])[CH:10]=2)[N:5]=[CH:4][N:3]=1.O=P(Cl)(Cl)[Cl:24], predict the reaction product. The product is: [Cl:24][C:2]1[C:11]2[C:6](=[CH:7][C:8]([O:20][CH3:21])=[C:9]([O:12][CH2:13][CH2:14][CH2:15][S:16]([CH3:19])(=[O:18])=[O:17])[CH:10]=2)[N:5]=[CH:4][N:3]=1. (4) Given the reactants [Br:1][C:2]1[CH:10]=[C:9]2[C:5]([CH:6]=[CH:7][NH:8]2)=[CH:4][CH:3]=1.[F:11][C:12]([F:23])([F:22])[C:13](O[C:13](=[O:14])[C:12]([F:23])([F:22])[F:11])=[O:14], predict the reaction product. The product is: [F:11][C:12]([F:23])([F:22])[C:13]([C:6]1[C:5]2[C:9](=[CH:10][C:2]([Br:1])=[CH:3][CH:4]=2)[NH:8][CH:7]=1)=[O:14]. (5) Given the reactants Br[C:2]1[CH:7]=[C:6]([C:8]2[CH:13]=[CH:12][CH:11]=[C:10]([F:14])[CH:9]=2)[CH:5]=[C:4]([F:15])[C:3]=1[CH3:16].[C:17]([O-:20])(=[O:19])C.[K+].[C]=O.[CH3:24]O, predict the reaction product. The product is: [F:15][C:4]1[C:3]([CH3:16])=[C:2]([CH:7]=[C:6]([C:8]2[CH:13]=[CH:12][CH:11]=[C:10]([F:14])[CH:9]=2)[CH:5]=1)[C:17]([O:20][CH3:24])=[O:19]. (6) Given the reactants C([O:3][C:4]([C:6]1[CH:7]=[CH:8][C:9]([C:16]2[C:21]([F:22])=[C:20]([O:23][CH3:24])[CH:19]=[C:18]([O:25][CH3:26])[C:17]=2[Cl:27])=[C:10]2[C:15]=1[N:14]=[CH:13][CH:12]=[CH:11]2)=[O:5])C.[Li+].[OH-].C1COCC1, predict the reaction product. The product is: [Cl:27][C:17]1[C:18]([O:25][CH3:26])=[CH:19][C:20]([O:23][CH3:24])=[C:21]([F:22])[C:16]=1[C:9]1[CH:8]=[CH:7][C:6]([C:4]([OH:5])=[O:3])=[C:15]2[C:10]=1[CH:11]=[CH:12][CH:13]=[N:14]2.